This data is from Forward reaction prediction with 1.9M reactions from USPTO patents (1976-2016). The task is: Predict the product of the given reaction. (1) Given the reactants C(OC([N:8]1[C:16]2[C:11](=[CH:12][CH:13]=[C:14]([Cl:17])[CH:15]=2)/[C:10](=[CH:18]/[C:19]2[CH:24]=[C:23]([Cl:25])[CH:22]=[CH:21][C:20]=2[O:26][CH2:27][CH2:28][NH:29][C:30]([O:32][C:33]([CH3:36])([CH3:35])[CH3:34])=[O:31])/[C:9]1=[O:37])=O)(C)(C)C.[F:38][C:39]1[CH:40]=[CH:41][C:42]([CH3:54])=[C:43]([CH:45]=[N:46][C:47]([O:49][Si](C)(C)C)=[CH2:48])[CH:44]=1, predict the reaction product. The product is: [Cl:17][C:14]1[CH:15]=[C:16]2[NH:8][C:9](=[O:37])[C:10]3([CH:18]([C:19]4[CH:24]=[C:23]([Cl:25])[CH:22]=[CH:21][C:20]=4[O:26][CH2:27][CH2:28][NH:29][C:30]([O:32][C:33]([CH3:34])([CH3:36])[CH3:35])=[O:31])[CH2:48][C:47](=[O:49])[NH:46][CH:45]3[C:43]3[CH:44]=[C:39]([F:38])[CH:40]=[CH:41][C:42]=3[CH3:54])[C:11]2=[CH:12][CH:13]=1. (2) Given the reactants [C:1]([O:5][C:6]([NH:8][C@H:9]([CH2:29][C:30]1[CH:35]=[C:34]([F:36])[C:33]([F:37])=[CH:32][C:31]=1[F:38])[CH2:10][C:11]([N:13]1[CH2:18][CH2:17][N:16]2[C:19]([C:25]([F:28])([F:27])[F:26])=[N:20][C:21]([C:22]([OH:24])=O)=[C:15]2[CH2:14]1)=[O:12])=[O:7])([CH3:4])([CH3:3])[CH3:2].[NH:39]1[CH2:43][CH2:42][CH2:41][CH2:40]1.O=C1N([ClH]P([ClH]N2CCOC2=O)=O)CCO1.C(N(CC)CC)C, predict the reaction product. The product is: [C:1]([O:5][C:6](=[O:7])[NH:8][C@H:9]([CH2:29][C:30]1[CH:35]=[C:34]([F:36])[C:33]([F:37])=[CH:32][C:31]=1[F:38])[CH2:10][C:11](=[O:12])[N:13]1[CH2:18][CH2:17][N:16]2[C:19]([C:25]([F:27])([F:26])[F:28])=[N:20][C:21]([C:22]([N:39]3[CH2:43][CH2:42][CH2:41][CH2:40]3)=[O:24])=[C:15]2[CH2:14]1)([CH3:4])([CH3:2])[CH3:3]. (3) The product is: [N:21]1([CH2:20][CH2:19][O:18][C:2]2[C:7]([O:8][CH2:9][CH2:10][OH:11])=[CH:6][CH:5]=[CH:4][N:3]=2)[CH2:25][CH2:24][CH2:23][CH2:22]1. Given the reactants Cl[C:2]1[C:7]([O:8][CH2:9][CH2:10][O:11]C2CCCCO2)=[CH:6][CH:5]=[CH:4][N:3]=1.[OH:18][CH2:19][CH2:20][N:21]1[CH2:25][CH2:24][CH2:23][CH2:22]1.CC(C)([O-])C.[K+].C(O)(C)(C)C, predict the reaction product. (4) Given the reactants [Br:1][C:2]1[CH:3]=[CH:4][C:5]2[N:6]([C:8]([CH:11]=[O:12])=[CH:9][N:10]=2)[CH:7]=1.[BH4-].[Na+], predict the reaction product. The product is: [Br:1][C:2]1[CH:3]=[CH:4][C:5]2[N:6]([C:8]([CH2:11][OH:12])=[CH:9][N:10]=2)[CH:7]=1. (5) Given the reactants [CH3:1][O:2][C:3](=[O:20])[C:4]1[CH:13]=[C:12]([O:14][C@@H:15]([CH3:19])[CH2:16][O:17][CH3:18])[CH:11]=[C:6]([C:7]([O:9]C)=[O:8])[CH:5]=1.[OH-].[K+], predict the reaction product. The product is: [CH3:1][O:2][C:3](=[O:20])[C:4]1[CH:13]=[C:12]([O:14][C@@H:15]([CH3:19])[CH2:16][O:17][CH3:18])[CH:11]=[C:6]([C:7]([OH:9])=[O:8])[CH:5]=1. (6) Given the reactants [Br:1][C:2]1[CH:7]=[CH:6][C:5]([CH2:8][CH2:9][CH2:10][OH:11])=[CH:4][CH:3]=1.Cl[S:13]([N:16]=C=O)(=[O:15])=[O:14].C(O)=O.CCN(CC)CC, predict the reaction product. The product is: [S:13](=[O:15])(=[O:14])([O:11][CH2:10][CH2:9][CH2:8][C:5]1[CH:4]=[CH:3][C:2]([Br:1])=[CH:7][CH:6]=1)[NH2:16]. (7) The product is: [NH2:12][C:7]1[CH:8]=[C:9]2[C:4](=[CH:5][CH:6]=1)[C:3](=[O:15])[N:2]([CH3:1])[C:10]2=[O:11]. Given the reactants [CH3:1][N:2]1[C:10](=[O:11])[C:9]2[C:4](=[CH:5][CH:6]=[C:7]([N+:12]([O-])=O)[CH:8]=2)[C:3]1=[O:15], predict the reaction product.